Regression. Given a peptide amino acid sequence and an MHC pseudo amino acid sequence, predict their binding affinity value. This is MHC class I binding data. From a dataset of Peptide-MHC class I binding affinity with 185,985 pairs from IEDB/IMGT. (1) The binding affinity (normalized) is 0.510. The MHC is HLA-A31:01 with pseudo-sequence HLA-A31:01. The peptide sequence is GNGCFEFYH. (2) The peptide sequence is ETPTWNRKEL. The MHC is HLA-A68:02 with pseudo-sequence HLA-A68:02. The binding affinity (normalized) is 0.374. (3) The peptide sequence is AEALLADGL. The MHC is HLA-A26:01 with pseudo-sequence HLA-A26:01. The binding affinity (normalized) is 0.0847. (4) The peptide sequence is PELLNNQFGT. The MHC is HLA-B44:02 with pseudo-sequence HLA-B44:02. The binding affinity (normalized) is 0.